From a dataset of Peptide-MHC class II binding affinity with 134,281 pairs from IEDB. Regression. Given a peptide amino acid sequence and an MHC pseudo amino acid sequence, predict their binding affinity value. This is MHC class II binding data. The peptide sequence is FVHLGHRDNIEDDLL. The MHC is HLA-DQA10501-DQB10201 with pseudo-sequence HLA-DQA10501-DQB10201. The binding affinity (normalized) is 0.360.